The task is: Predict the product of the given reaction.. This data is from Forward reaction prediction with 1.9M reactions from USPTO patents (1976-2016). (1) The product is: [O:28]=[C:9]1[C:10]2([C:20]3=[CH:21][C:22]4[O:26][CH2:25][O:24][C:23]=4[CH:27]=[C:19]3[O:18][CH2:17]2)[C:11]2[C:16](=[CH:15][CH:14]=[CH:13][CH:12]=2)[N:8]1[CH2:7][C:5]1[O:6][C:2]([C:35]#[N:36])=[CH:3][CH:4]=1. Given the reactants Br[C:2]1[O:6][C:5]([CH2:7][N:8]2[C:16]3[C:11](=[CH:12][CH:13]=[CH:14][CH:15]=3)[C:10]3([C:20]4=[CH:21][C:22]5[O:26][CH2:25][O:24][C:23]=5[CH:27]=[C:19]4[O:18][CH2:17]3)[C:9]2=[O:28])=[CH:4][CH:3]=1.BrC1SC([CH2:35][N:36]2C3C(=CC=CC=3)C3(C4=CC5OCOC=5C=C4OC3)C2=O)=CC=1, predict the reaction product. (2) The product is: [OH:39][CH:40]1[C:56]2[C:55](=[O:57])[O:54][C:53]3[C:44](=[CH:45][CH:46]=[C:47]4[C:52]=3[CH:51]=[CH:50][CH:49]=[CH:48]4)[C:43]=2[O:42][CH2:41]1. Given the reactants COC1C=C2C(OC(=O)C3C=COC=32)=C2C=1C=CC=C2.C1C2C(=CC=C3C=2OC(=O)C2C=COC3=2)C=CC=1.[OH:39][CH:40]1[C:56]2[C:55](=[O:57])[O:54][C:53]3[C:44](=[CH:45][C:46](OC)=[C:47]4[C:52]=3[CH:51]=[CH:50][CH:49]=[CH:48]4)[C:43]=2[O:42][CH2:41]1, predict the reaction product. (3) Given the reactants [CH3:1][C:2]1[CH:7]=[C:6]([CH3:8])[CH:5]=[CH:4][C:3]=1B(O)O.Br[C:13]1[CH:20]=[CH:19][C:16]([CH:17]=[O:18])=[CH:15][CH:14]=1.C(=O)([O-])[O-].[K+].[K+], predict the reaction product. The product is: [CH3:1][C:2]1[CH:7]=[C:6]([CH3:8])[CH:5]=[CH:4][C:3]=1[C:13]1[CH:20]=[CH:19][C:16]([CH:17]=[O:18])=[CH:15][CH:14]=1.